This data is from Forward reaction prediction with 1.9M reactions from USPTO patents (1976-2016). The task is: Predict the product of the given reaction. (1) Given the reactants CS(O[CH2:6][CH:7]1[CH2:19][C:18]2[C:17]3[C:12](=[CH:13][CH:14]=[C:15]([O:20][CH3:21])[CH:16]=3)[NH:11][C:10]=2[C:9](=[O:22])[NH:8]1)(=O)=O.[N-:23]=[N+:24]=[N-:25].[Na+], predict the reaction product. The product is: [N:23]([CH2:6][CH:7]1[CH2:19][C:18]2[C:17]3[C:12](=[CH:13][CH:14]=[C:15]([O:20][CH3:21])[CH:16]=3)[NH:11][C:10]=2[C:9](=[O:22])[NH:8]1)=[N+:24]=[N-:25]. (2) Given the reactants [CH3:1][C:2]([CH3:10])([C:4](=[O:9])[CH2:5][C:6](=O)[CH3:7])[CH3:3].S([O-])([O-])(=O)=O.[Na+].[Na+].[CH3:18][O:19][CH2:20][CH2:21][NH2:22], predict the reaction product. The product is: [CH3:1][C:2]([CH3:10])([C:4](=[O:9])[CH:5]=[C:6]([NH:22][CH2:21][CH2:20][O:19][CH3:18])[CH3:7])[CH3:3]. (3) Given the reactants [NH2:1][C:2]1[C:22]([O:23][CH3:24])=[CH:21][C:5]2[CH2:6][CH2:7][N:8]([CH2:11][C:12]([N:14]3[CH2:19][CH2:18][N:17]([CH3:20])[CH2:16][CH2:15]3)=[O:13])[CH2:9][CH2:10][C:4]=2[CH:3]=1.[Cl:25][C:26]1[CH:27]=[CH:28][C:29]([NH:38][C:39]2[C:44]([Cl:45])=[CH:43][N:42]=[C:41](Cl)[N:40]=2)=[C:30]([S:32]([N:35]([CH3:37])[CH3:36])(=[O:34])=[O:33])[CH:31]=1, predict the reaction product. The product is: [Cl:25][C:26]1[CH:27]=[CH:28][C:29]([NH:38][C:39]2[C:44]([Cl:45])=[CH:43][N:42]=[C:41]([NH:1][C:2]3[C:22]([O:23][CH3:24])=[CH:21][C:5]4[CH2:6][CH2:7][N:8]([CH2:11][C:12]([N:14]5[CH2:15][CH2:16][N:17]([CH3:20])[CH2:18][CH2:19]5)=[O:13])[CH2:9][CH2:10][C:4]=4[CH:3]=3)[N:40]=2)=[C:30]([S:32]([N:35]([CH3:37])[CH3:36])(=[O:33])=[O:34])[CH:31]=1. (4) Given the reactants [C:1]1([C:7]2[S:11][CH:10]=[N:9][C:8]=2C(O)=O)[CH:6]=[CH:5][CH:4]=[CH:3][CH:2]=1.C1C=CC(P([N:29]=[N+]=[N-])(C2C=CC=CC=2)=O)=CC=1.[N:32]12[CH2:39][CH2:38][C:35]([CH2:40]O)([CH2:36][CH2:37]1)[CH2:34][CH2:33]2.[C:42]([O-:45])(O)=[O:43].[Na+].[ClH:47].CCOC(C)=O, predict the reaction product. The product is: [ClH:47].[N:32]12[CH2:33][CH2:34][C:35]([CH2:40][N:29]([C:8]3[N:9]=[CH:10][S:11][C:7]=3[C:1]3[CH:2]=[CH:3][CH:4]=[CH:5][CH:6]=3)[C:42](=[O:43])[OH:45])([CH2:36][CH2:37]1)[CH2:38][CH2:39]2. (5) Given the reactants [F:1][C:2]1[CH:3]=[C:4]([CH:28]=[C:29]([F:31])[CH:30]=1)[CH2:5][C@H:6]([NH:20]C(=O)OC(C)(C)C)[C@H:7]([OH:19])[CH2:8][NH:9][CH2:10][C:11]1[CH:16]=[CH:15][CH:14]=[C:13]([O:17][CH3:18])[CH:12]=1.FC(F)(F)C(O)=O, predict the reaction product. The product is: [NH2:20][C@@H:6]([CH2:5][C:4]1[CH:28]=[C:29]([F:31])[CH:30]=[C:2]([F:1])[CH:3]=1)[C@H:7]([OH:19])[CH2:8][NH:9][CH2:10][C:11]1[CH:16]=[CH:15][CH:14]=[C:13]([O:17][CH3:18])[CH:12]=1.